Dataset: Reaction yield outcomes from USPTO patents with 853,638 reactions. Task: Predict the reaction yield, written as a fraction of the theoretical maximum amount of product (1.0 means a 100% yield; for example, 0.34 means a 34% yield). (1) The product is [CH3:1][O:2][C:3](=[O:23])[CH2:4][CH2:5][CH2:6][CH2:7][CH2:8][O:9][C:10]1[CH:11]=[CH:12][C:13]([NH:16][C:17]([O:19][CH2:20][CH2:21][O:22][C:40](=[O:41])[NH:39][C:36]2[CH:35]=[CH:34][C:33]([O:32][CH2:31][CH2:30][CH2:29][CH2:28][CH2:27][C:26]([O:25][CH3:24])=[O:42])=[CH:38][CH:37]=2)=[O:18])=[CH:14][CH:15]=1. The yield is 0.940. The catalyst is C1(C)C=CC=CC=1. The reactants are [CH3:1][O:2][C:3](=[O:23])[CH2:4][CH2:5][CH2:6][CH2:7][CH2:8][O:9][C:10]1[CH:15]=[CH:14][C:13]([NH:16][C:17]([O:19][CH2:20][CH2:21][OH:22])=[O:18])=[CH:12][CH:11]=1.[CH3:24][O:25][C:26](=[O:42])[CH2:27][CH2:28][CH2:29][CH2:30][CH2:31][O:32][C:33]1[CH:38]=[CH:37][C:36]([N:39]=[C:40]=[O:41])=[CH:35][CH:34]=1. (2) The reactants are Br[C:2]1[C:7]2=[N:8][C:9]([C:12]([N:14]3[CH2:18][CH2:17][CH:16]([OH:19])[CH2:15]3)=[O:13])=[CH:10][N:11]=[C:6]2[CH:5]=[N:4][CH:3]=1.[Cl:20][C:21]1[CH:26]=[C:25]([Cl:27])[CH:24]=[CH:23][C:22]=1B(O)O.C(=O)([O-])[O-].[Cs+].[Cs+].O1CCOCC1. The catalyst is C1(P([C-]2C=CC=C2)C2C=CC=CC=2)C=CC=CC=1.[C-]1(P(C2C=CC=CC=2)C2C=CC=CC=2)C=CC=C1.[Fe+2].[Pd](Cl)Cl.O. The product is [Cl:20][C:21]1[CH:26]=[C:25]([Cl:27])[CH:24]=[CH:23][C:22]=1[C:2]1[C:7]2=[N:8][C:9]([C:12]([N:14]3[CH2:18][CH2:17][CH:16]([OH:19])[CH2:15]3)=[O:13])=[CH:10][N:11]=[C:6]2[CH:5]=[N:4][CH:3]=1. The yield is 0.690. (3) The reactants are Cl[C:2]1[N:7]=[C:6]([C:8]2[CH:13]=[C:12]([NH:14][CH:15]([CH3:17])[CH3:16])[C:11]([C:18]3[S:22][C:21]([C:23]([N:25]4[CH2:29][CH2:28][C@@H:27]([OH:30])[CH2:26]4)=[O:24])=[N:20][N:19]=3)=[CH:10][N:9]=2)[CH:5]=[CH:4][CH:3]=1.CN(C=O)C.[CH3:36][N:37]1[CH:41]=[C:40](B2OC(C)(C)C(C)(C)O2)[CH:39]=[N:38]1.C([O-])(O)=O.[Na+]. The catalyst is O.Cl[Pd](Cl)([P](C1C=CC=CC=1)(C1C=CC=CC=1)C1C=CC=CC=1)[P](C1C=CC=CC=1)(C1C=CC=CC=1)C1C=CC=CC=1. The product is [OH:30][C@@H:27]1[CH2:28][CH2:29][N:25]([C:23]([C:21]2[S:22][C:18]([C:11]3[C:12]([NH:14][CH:15]([CH3:17])[CH3:16])=[CH:13][C:8]([C:6]4[CH:5]=[CH:4][CH:3]=[C:2]([C:40]5[CH:39]=[N:38][N:37]([CH3:36])[CH:41]=5)[N:7]=4)=[N:9][CH:10]=3)=[N:19][N:20]=2)=[O:24])[CH2:26]1. The yield is 0.612.